This data is from Full USPTO retrosynthesis dataset with 1.9M reactions from patents (1976-2016). The task is: Predict the reactants needed to synthesize the given product. (1) Given the product [CH3:41][O:40][C:22]1[CH:21]=[C:20]([CH:39]=[CH:38][C:23]=1[O:24][CH2:25][C:26]1[N:27]=[C:28]([C:32]2[CH:37]=[CH:36][CH:35]=[CH:34][CH:33]=2)[O:29][C:30]=1[CH3:31])[CH2:19][O:1][C:2]1[C:6]([CH2:7][C:8]([O:10][CH3:11])=[O:9])=[CH:5][N:4]([C:12]2[CH:17]=[CH:16][CH:15]=[CH:14][CH:13]=2)[N:3]=1, predict the reactants needed to synthesize it. The reactants are: [OH:1][C:2]1[C:6]([CH2:7][C:8]([O:10][CH3:11])=[O:9])=[CH:5][N:4]([C:12]2[CH:17]=[CH:16][CH:15]=[CH:14][CH:13]=2)[N:3]=1.Cl[CH2:19][C:20]1[CH:39]=[CH:38][C:23]([O:24][CH2:25][C:26]2[N:27]=[C:28]([C:32]3[CH:37]=[CH:36][CH:35]=[CH:34][CH:33]=3)[O:29][C:30]=2[CH3:31])=[C:22]([O:40][CH3:41])[CH:21]=1.C(=O)([O-])[O-].[K+].[K+].CN(C)C=O. (2) The reactants are: [C:1]([C:4]1[CH:29]=[CH:28][C:7]([O:8][C:9]2[CH:18]=[C:17]3[C:12]([CH:13]([C:19]([O:21][C:22]([CH3:25])([CH3:24])[CH3:23])=[O:20])[CH2:14][CH2:15][O:16]3)=[CH:11][C:10]=2[C:26]#[N:27])=[CH:6][CH:5]=1)(=[O:3])[NH2:2].Cl[C:31]1[CH:36]=[CH:35][C:34]([Cl:37])=[CH:33][N:32]=1.CC(C1C=C(C(C)C)C(C2C=CC=CC=2P(C2CCCCC2)C2CCCCC2)=C(C(C)C)C=1)C.C(=O)([O-])[O-].[Cs+].[Cs+]. Given the product [Cl:37][C:34]1[CH:35]=[CH:36][C:31]([NH:2][C:1]([C:4]2[CH:5]=[CH:6][C:7]([O:8][C:9]3[CH:18]=[C:17]4[C:12]([CH:13]([C:19]([O:21][C:22]([CH3:23])([CH3:24])[CH3:25])=[O:20])[CH2:14][CH2:15][O:16]4)=[CH:11][C:10]=3[C:26]#[N:27])=[CH:28][CH:29]=2)=[O:3])=[N:32][CH:33]=1, predict the reactants needed to synthesize it. (3) Given the product [NH2:1][C@@H:2]([CH3:17])[C:3]([C:11]1[CH:16]=[CH:15][CH:14]=[CH:13][CH:12]=1)([C:5]1[CH:10]=[CH:9][CH:8]=[CH:7][CH:6]=1)[OH:4].[OH:18][C:19]1[CH:31]=[CH:30][C:22]2[C@H:23]([CH2:26][C:27]([OH:29])=[O:28])[CH2:24][O:25][C:21]=2[CH:20]=1, predict the reactants needed to synthesize it. The reactants are: [NH2:1][C@@H:2]([CH3:17])[C:3]([C:11]1[CH:16]=[CH:15][CH:14]=[CH:13][CH:12]=1)([C:5]1[CH:10]=[CH:9][CH:8]=[CH:7][CH:6]=1)[OH:4].[OH:18][C:19]1[CH:31]=[CH:30][C:22]2[C:23]([CH2:26][C:27]([OH:29])=[O:28])=[CH:24][O:25][C:21]=2[CH:20]=1. (4) Given the product [C:1]12([NH:6][C:7]([C:9]3[CH:10]=[C:11]([C:16]4[CH:17]=[C:18]5[C:25]([C:26]([NH:28][CH3:29])=[O:27])=[C:24]([C:30]6[CH:35]=[CH:34][C:33]([F:36])=[CH:32][CH:31]=6)[O:23][C:19]5=[N:20][C:21]=4[O:39][CH3:37])[CH:12]=[CH:13][C:14]=3[F:15])=[O:8])[CH2:5][CH:3]([CH2:4]1)[CH2:2]2, predict the reactants needed to synthesize it. The reactants are: [C:1]12([NH:6][C:7]([C:9]3[CH:10]=[C:11]([C:16]4[CH:17]=[C:18]5[C:25]([C:26]([NH:28][CH3:29])=[O:27])=[C:24]([C:30]6[CH:35]=[CH:34][C:33]([F:36])=[CH:32][CH:31]=6)[O:23][C:19]5=[N:20][C:21]=4Cl)[CH:12]=[CH:13][C:14]=3[F:15])=[O:8])[CH2:5][CH:3]([CH2:4]1)[CH2:2]2.[C:37](OC(C)=C)(=[O:39])C.C[O-].C([Sn+](CCCC)CCCC)CCC.C1(P(C2CCCCC2)C2C=CC=CC=2C2C(OC)=CC=CC=2OC)CCCCC1. (5) Given the product [CH:1]1([N:7]([CH:18]2[CH2:23][CH2:22][CH2:21][CH2:20][CH2:19]2)[C:8]([NH:10][C:11]2[S:12][C:13]([CH2:16][N:29]3[CH2:30][CH2:31][S:26](=[O:32])(=[O:25])[CH2:27][CH2:28]3)=[CH:14][N:15]=2)=[O:9])[CH2:6][CH2:5][CH2:4][CH2:3][CH2:2]1, predict the reactants needed to synthesize it. The reactants are: [CH:1]1([N:7]([CH:18]2[CH2:23][CH2:22][CH2:21][CH2:20][CH2:19]2)[C:8]([NH:10][C:11]2[S:12][C:13]([CH:16]=O)=[CH:14][N:15]=2)=[O:9])[CH2:6][CH2:5][CH2:4][CH2:3][CH2:2]1.Cl.[O:25]=[S:26]1(=[O:32])[CH2:31][CH2:30][NH:29][CH2:28][CH2:27]1.C(O[BH-](OC(=O)C)OC(=O)C)(=O)C.[Na+]. (6) Given the product [CH3:24][C:20]1[CH:21]=[C:22]([CH3:23])[N:18]([CH2:17][C:16]([N:13]2[CH2:14][CH2:15][N:10]([C:5]3[CH:6]=[CH:7][CH:8]=[CH:9][C:4]=3[C:3]([OH:26])=[O:2])[CH2:11][CH2:12]2)=[O:25])[N:19]=1, predict the reactants needed to synthesize it. The reactants are: C[O:2][C:3](=[O:26])[C:4]1[CH:9]=[CH:8][CH:7]=[CH:6][C:5]=1[N:10]1[CH2:15][CH2:14][N:13]([C:16](=[O:25])[CH2:17][N:18]2[C:22]([CH3:23])=[CH:21][C:20]([CH3:24])=[N:19]2)[CH2:12][CH2:11]1.[OH-].[Na+]. (7) Given the product [Cl:1][C:2]1[CH:3]=[CH:4][C:5]2[C:14]3[C:9](=[CH:10][N+:11]([O-:26])=[CH:12][CH:13]=3)[C:8](=[O:15])[N:7]([CH3:16])[C:6]=2[CH:17]=1, predict the reactants needed to synthesize it. The reactants are: [Cl:1][C:2]1[CH:3]=[CH:4][C:5]2[C:14]3[C:9](=[CH:10][N:11]=[CH:12][CH:13]=3)[C:8](=[O:15])[N:7]([CH3:16])[C:6]=2[CH:17]=1.C1C=C(Cl)C=C(C(OO)=[O:26])C=1. (8) Given the product [CH3:20][O:19][C:17]1[CH:18]=[CH:13][C:14]([C:21](=[O:22])[C:23]2[CH:28]=[C:27]([CH2:29][CH2:30][CH3:31])[C:26]([O:32][CH3:33])=[CH:25][C:24]=2[CH2:34][CH2:35][CH3:36])=[C:15]([O:11][N:10]=[C:8]([CH3:9])[CH3:7])[CH:16]=1, predict the reactants needed to synthesize it. The reactants are: CC(C)([O-])C.[K+].[CH3:7][C:8](=[N:10][OH:11])[CH3:9].F[C:13]1[CH:18]=[C:17]([O:19][CH3:20])[CH:16]=[CH:15][C:14]=1[C:21]([C:23]1[CH:28]=[C:27]([CH2:29][CH2:30][CH3:31])[C:26]([O:32][CH3:33])=[CH:25][C:24]=1[CH2:34][CH2:35][CH3:36])=[O:22]. (9) Given the product [CH2:10]([C@H:17]1[CH2:18][N:19]([C:23]2[CH:28]=[CH:27][C:26]([O:29][CH3:30])=[C:25]([O:31][CH:32]3[CH2:35][CH2:34][CH2:33]3)[CH:24]=2)[CH2:20][CH2:21][N:22]1[C:7](=[O:9])[CH2:6][C:4]1[N:3]=[CH:2][NH:1][CH:5]=1)[C:11]1[CH:12]=[CH:13][CH:14]=[CH:15][CH:16]=1, predict the reactants needed to synthesize it. The reactants are: [NH:1]1[CH:5]=[C:4]([CH2:6][C:7]([OH:9])=O)[N:3]=[CH:2]1.[CH2:10]([C@@H:17]1[NH:22][CH2:21][CH2:20][N:19]([C:23]2[CH:28]=[CH:27][C:26]([O:29][CH3:30])=[C:25]([O:31][CH:32]3[CH2:35][CH2:34][CH2:33]3)[CH:24]=2)[CH2:18]1)[C:11]1[CH:16]=[CH:15][CH:14]=[CH:13][CH:12]=1.